From a dataset of Peptide-MHC class II binding affinity with 134,281 pairs from IEDB. Regression. Given a peptide amino acid sequence and an MHC pseudo amino acid sequence, predict their binding affinity value. This is MHC class II binding data. (1) The peptide sequence is TSLCFSESIPTPSNR. The MHC is DRB1_0101 with pseudo-sequence DRB1_0101. The binding affinity (normalized) is 0.408. (2) The peptide sequence is GWDLNAASAYCSTWD. The MHC is DRB3_0101 with pseudo-sequence DRB3_0101. The binding affinity (normalized) is 0.376. (3) The peptide sequence is FRAAMATTANVPPAD. The MHC is HLA-DQA10301-DQB10302 with pseudo-sequence HLA-DQA10301-DQB10302. The binding affinity (normalized) is 0.329. (4) The binding affinity (normalized) is 0.316. The MHC is DRB1_0701 with pseudo-sequence DRB1_0701. The peptide sequence is GELQIVDKIDAAFKD. (5) The peptide sequence is FPEQPEQPYPEQ. The MHC is DRB1_0101 with pseudo-sequence DRB1_0101. The binding affinity (normalized) is 0. (6) The peptide sequence is KCRAPGGAKKPLRPR. The MHC is DRB3_0301 with pseudo-sequence DRB3_0301. The binding affinity (normalized) is 0.299. (7) The peptide sequence is PTIDVKMMNMEAANL. The MHC is DRB1_0404 with pseudo-sequence DRB1_0404. The binding affinity (normalized) is 0.440. (8) The peptide sequence is EKKYFAQTQFEPLAA. The MHC is HLA-DQA10101-DQB10501 with pseudo-sequence HLA-DQA10101-DQB10501. The binding affinity (normalized) is 0.551. (9) The peptide sequence is REALAQTHSAIAVII. The MHC is HLA-DQA10102-DQB10502 with pseudo-sequence HLA-DQA10102-DQB10502. The binding affinity (normalized) is 0.278. (10) The peptide sequence is GELSIVDKIDAAFKI. The MHC is DRB1_1501 with pseudo-sequence DRB1_1501. The binding affinity (normalized) is 0.473.